This data is from Catalyst prediction with 721,799 reactions and 888 catalyst types from USPTO. The task is: Predict which catalyst facilitates the given reaction. (1) Reactant: C([O:4][C@H:5]1[C@H:10]([O:11]C(=O)C)[C@H:9]([O:15]C(=O)C)[CH:8]([CH2:19][CH:20]=[CH2:21])[O:7][C@@H:6]1[CH2:22][O:23]C(=O)C)(=O)C.CO[Na]. Product: [CH2:19]([CH:8]1[C@@H:9]([OH:15])[C@@H:10]([OH:11])[C@H:5]([OH:4])[C@@H:6]([CH2:22][OH:23])[O:7]1)[CH:20]=[CH2:21]. The catalyst class is: 5. (2) Reactant: [N:1]12[CH2:8][CH2:7][CH:4]([CH2:5][CH2:6]1)[CH:3]([NH:9][C:10]([C:12]1[CH:13]=[C:14]([NH2:27])[CH:15]=[C:16]3[O:20][C:19]([C:21]4[CH:26]=[CH:25][CH:24]=[CH:23][CH:22]=4)=[N:18][C:17]=13)=[O:11])[CH2:2]2.N1C=CC=CC=1.[C:34](OC(=O)C)(=[O:36])[CH3:35]. Product: [N:1]12[CH2:8][CH2:7][CH:4]([CH2:5][CH2:6]1)[CH:3]([NH:9][C:10]([C:12]1[CH:13]=[C:14]([NH:27][C:34](=[O:36])[CH3:35])[CH:15]=[C:16]3[O:20][C:19]([C:21]4[CH:22]=[CH:23][CH:24]=[CH:25][CH:26]=4)=[N:18][C:17]=13)=[O:11])[CH2:2]2. The catalyst class is: 2. (3) Reactant: [C:1]([C:3]1[O:4][CH:5]=[CH:6][CH:7]=1)#[N:2].[NH2:8][OH:9]. Product: [OH:9][NH:8][C:1]([C:3]1[O:4][CH:5]=[CH:6][CH:7]=1)=[NH:2]. The catalyst class is: 14.